From a dataset of Catalyst prediction with 721,799 reactions and 888 catalyst types from USPTO. Predict which catalyst facilitates the given reaction. (1) Reactant: ClC(Cl)(O[C:5](=[O:11])OC(Cl)(Cl)Cl)Cl.[F:13][C:14]([F:22])([F:21])[CH:15]([OH:20])[C:16]([F:19])([F:18])[F:17].C(N(CC)C(C)C)(C)C.[CH3:32][N:33]([CH3:55])[C:34](=[O:54])[C:35]1[CH:40]=[C:39]([C:41]2[CH:46]=[CH:45][CH:44]=[CH:43][CH:42]=2)[CH:38]=[CH:37][C:36]=1[CH2:47][N:48]1[CH2:53][CH2:52][NH:51][CH2:50][CH2:49]1. Product: [CH3:32][N:33]([CH3:55])[C:34]([C:35]1[CH:40]=[C:39]([C:41]2[CH:46]=[CH:45][CH:44]=[CH:43][CH:42]=2)[CH:38]=[CH:37][C:36]=1[CH2:47][N:48]1[CH2:53][CH2:52][N:51]([C:5]([O:20][CH:15]([C:16]([F:19])([F:18])[F:17])[C:14]([F:22])([F:21])[F:13])=[O:11])[CH2:50][CH2:49]1)=[O:54]. The catalyst class is: 46. (2) Reactant: Cl[C:2]1[CH:7]=[CH:6][N:5]=[C:4]([NH2:8])[N:3]=1.[CH3:9][O-:10].[Na+]. Product: [CH3:9][O:10][C:2]1[CH:7]=[CH:6][N:5]=[C:4]([NH2:8])[N:3]=1. The catalyst class is: 5. (3) Reactant: Cl.FC1C=C(C=CC=1)CN1C=C(C2C3C(=NC=C(C4C=CC(C5CCNCC5)=CC=4)C=3)N(S(C3C=CC(C)=CC=3)(=O)=O)C=2)C=N1.[F:46][C:47]1[CH:52]=[C:51]([C:53]2[CH:54]=[C:55]3[C:61]([C:62]4[CH:63]=[N:64][N:65]([CH2:67][C:68]5[CH:73]=[CH:72][CH:71]=[C:70]([F:74])[CH:69]=5)[CH:66]=4)=[CH:60][N:59](S(C4C=CC(C)=CC=4)(=O)=O)[C:56]3=[N:57][CH:58]=2)[CH:50]=[CH:49][C:48]=1[N:85]1[CH2:90][CH2:89][N:88]([C:91]([O:93][C:94]([CH3:97])([CH3:96])[CH3:95])=[O:92])[CH2:87][CH2:86]1.[OH-].[Li+]. Product: [F:46][C:47]1[CH:52]=[C:51]([C:53]2[CH:54]=[C:55]3[C:61]([C:62]4[CH:63]=[N:64][N:65]([CH2:67][C:68]5[CH:73]=[CH:72][CH:71]=[C:70]([F:74])[CH:69]=5)[CH:66]=4)=[CH:60][NH:59][C:56]3=[N:57][CH:58]=2)[CH:50]=[CH:49][C:48]=1[N:85]1[CH2:86][CH2:87][N:88]([C:91]([O:93][C:94]([CH3:97])([CH3:96])[CH3:95])=[O:92])[CH2:89][CH2:90]1. The catalyst class is: 87. (4) Reactant: C(Cl)Cl.[OH:4][N:5]1[C:9](=[O:10])[CH2:8][CH2:7][C:6]1=[O:11].Cl.CN(C)CCCN=C=NCC.[CH3:24][C:25]1[C:29]2=[N:30][CH:31]=[CH:32][CH:33]=[C:28]2[O:27][C:26]=1[C:34](O)=[O:35]. Product: [CH:31](/[N:30]=[C:29]1/[C:25]([CH3:24])=[C:26]([C:34]([O:4][N:5]2[C:9](=[O:10])[CH2:8][CH2:7][C:6]2=[O:11])=[O:35])[O:27][C:28]/1=[CH2:33])=[CH2:32]. The catalyst class is: 3. (5) Reactant: [F:1][C:2]([F:23])([F:22])[C:3]([C:12]1[CH:17]=[CH:16][C:15]([OH:18])=[C:14]([CH2:19][CH2:20][CH3:21])[CH:13]=1)([O:8][CH2:9][O:10][CH3:11])[C:4]([F:7])([F:6])[F:5].O.[F:25][C:26]([F:39])([F:38])[S:27](O[S:27]([C:26]([F:39])([F:38])[F:25])(=[O:29])=[O:28])(=[O:29])=[O:28]. Product: [F:25][C:26]([F:39])([F:38])[S:27]([O:18][C:15]1[CH:16]=[CH:17][C:12]([C:3]([O:8][CH2:9][O:10][CH3:11])([C:4]([F:6])([F:5])[F:7])[C:2]([F:22])([F:23])[F:1])=[CH:13][C:14]=1[CH2:19][CH2:20][CH3:21])(=[O:29])=[O:28]. The catalyst class is: 202. (6) Reactant: [F:1][C:2]1[C:12]2[CH2:11][CH2:10][CH2:9][CH2:8][NH:7][C:6]=2[C:5]([NH2:13])=[CH:4][CH:3]=1.[C:14]([O:18][C:19]([NH:21][C@@H:22]([CH3:26])[C:23](O)=[O:24])=[O:20])([CH3:17])([CH3:16])[CH3:15].C1C=NC2N(O)N=NC=2C=1.CCN=C=NCCCN(C)C.Cl. Product: [C:14]([O:18][C:19](=[O:20])[NH:21][C@H:22]([C:23](=[O:24])[NH:13][C:5]1[C:6]2[NH:7][CH2:8][CH2:9][CH2:10][CH2:11][C:12]=2[C:2]([F:1])=[CH:3][CH:4]=1)[CH3:26])([CH3:15])([CH3:16])[CH3:17]. The catalyst class is: 2.